This data is from Reaction yield outcomes from USPTO patents with 853,638 reactions. The task is: Predict the reaction yield, written as a fraction of the theoretical maximum amount of product (1.0 means a 100% yield; for example, 0.34 means a 34% yield). (1) The product is [Si:1]([O:8][CH2:9][C:10]([CH2:21][S:41][CH3:40])([C:16]([O:18][CH2:19][CH3:20])=[O:17])[C:11]([O:13][CH2:14][CH3:15])=[O:12])([C:4]([CH3:7])([CH3:6])[CH3:5])([CH3:3])[CH3:2]. No catalyst specified. The reactants are [Si:1]([O:8][CH2:9][C:10]([CH2:21]O)([C:16]([O:18][CH2:19][CH3:20])=[O:17])[C:11]([O:13][CH2:14][CH3:15])=[O:12])([C:4]([CH3:7])([CH3:6])[CH3:5])([CH3:3])[CH3:2].C(OC(=O)C)(=O)C.C(O)(=O)C.C([O-])([O-])=O.[Na+].[Na+].[CH3:40][S:41](C)=O. The yield is 0.910. (2) The reactants are [NH2:1][CH:2]([C:6]#[N:7])[C:3]([NH2:5])=[O:4].Cl.[C:9](=[NH:14])(OCC)[CH3:10].[CH2:15](N)[CH2:16][CH3:17]. The catalyst is C(#N)C. The product is [NH2:7][C:6]1[N:14]([CH2:15][CH2:16][CH3:17])[C:9]([CH3:10])=[N:1][C:2]=1[C:3]([NH2:5])=[O:4]. The yield is 0.450. (3) The reactants are [CH3:1][O:2][C:3]1[CH:4]=[C:5]2[C:10](=[CH:11][C:12]=1[O:13][CH3:14])[C:9]([CH3:15])=[N:8][C:7](O)=[CH:6]2.[Br:17]Br.[C:19]([O-:22])([O-])=O.[Cs+].[Cs+].CI. The catalyst is C(O)(=O)C.CC(C)=O. The product is [Br:17][C:6]1[C:5]2[C:10](=[CH:11][C:12]([O:13][CH3:14])=[C:3]([O:2][CH3:1])[CH:4]=2)[C:9]([CH3:15])=[N:8][C:7]=1[O:22][CH3:19]. The yield is 0.230. (4) The reactants are [CH3:1][C:2]1[CH:3]=[C:4]([B:7]([OH:9])[OH:8])[S:5][CH:6]=1.[CH3:10][C:11]([CH2:15]O)([CH2:13]O)[CH3:12]. No catalyst specified. The product is [CH3:10][C:11]1([CH3:15])[CH2:13][O:9][B:7]([C:4]2[S:5][CH:6]=[C:2]([CH3:1])[CH:3]=2)[O:8][CH2:12]1. The yield is 0.600. (5) The reactants are [F:1][C:2]1[CH:7]=[CH:6][CH:5]=[CH:4][C:3]=1[O:8][CH3:9].CN(C)CCN(C)CCN(C)C.C([Li])CCC.C[O:28]B(OC)OC.C(O)(=O)C.OO. The catalyst is O.O1CCCC1. The product is [F:1][C:2]1[C:3]([O:8][CH3:9])=[CH:4][CH:5]=[CH:6][C:7]=1[OH:28]. The yield is 0.730.